From a dataset of Catalyst prediction with 721,799 reactions and 888 catalyst types from USPTO. Predict which catalyst facilitates the given reaction. (1) Reactant: Cl[C:2]1[N:11]([CH3:12])[C:10](=[O:13])[C:9]2[C:4](=[CH:5][C:6]([C:14]([O:16][CH3:17])=[O:15])=[CH:7][CH:8]=2)[N:3]=1.C(N(CC)C(C)C)(C)C.[Cl:27][C:28]1[CH:35]=[CH:34][C:31]([CH2:32][NH2:33])=[CH:30][CH:29]=1. Product: [Cl:27][C:28]1[CH:35]=[CH:34][C:31]([CH2:32][NH:33][C:2]2[N:11]([CH3:12])[C:10](=[O:13])[C:9]3[C:4](=[CH:5][C:6]([C:14]([O:16][CH3:17])=[O:15])=[CH:7][CH:8]=3)[N:3]=2)=[CH:30][CH:29]=1. The catalyst class is: 32. (2) Reactant: [CH3:1][N:2]=[S:3]([CH:11]([C:13]1[CH:14]=[CH:15][C:16]([C:19]([F:22])([F:21])[F:20])=[N:17][CH:18]=1)[CH3:12])([C:5]1[S:6][CH:7]=[C:8](Br)[N:9]=1)=[O:4].[CH3:23][C:24]1[CH:29]=[CH:28][C:27](B(O)O)=[CH:26][CH:25]=1.C([O-])([O-])=O.[Na+].[Na+]. Product: [CH3:1][N:2]=[S:3]([CH:11]([C:13]1[CH:14]=[CH:15][C:16]([C:19]([F:22])([F:21])[F:20])=[N:17][CH:18]=1)[CH3:12])([C:5]1[S:6][CH:7]=[C:8]([C:27]2[CH:28]=[CH:29][C:24]([CH3:23])=[CH:25][CH:26]=2)[N:9]=1)=[O:4]. The catalyst class is: 77.